This data is from Catalyst prediction with 721,799 reactions and 888 catalyst types from USPTO. The task is: Predict which catalyst facilitates the given reaction. (1) Reactant: Br[C:2]1[CH:3]=[CH:4][CH:5]=[C:6]2[C:10]=1[C:9](=[O:11])[N:8]([CH2:12][CH2:13][C:14]1[N:15]=[C:16]3[CH:21]=[CH:20][CH:19]=[CH:18][N:17]3[CH:22]=1)[CH2:7]2.CC1(C)C(C)(C)OB([C:31]2[CH:39]=[C:38]3[C:34]([CH2:35][C:36](=[O:40])[NH:37]3)=[CH:33][CH:32]=2)O1.C([O-])([O-])=O.[Na+].[Na+]. Product: [N:15]1[C:14]([CH2:13][CH2:12][N:8]2[C:9](=[O:11])[C:10]3[C:6](=[CH:5][CH:4]=[CH:3][C:2]=3[C:31]3[CH:39]=[C:38]4[C:34]([CH2:35][C:36](=[O:40])[NH:37]4)=[CH:33][CH:32]=3)[CH2:7]2)=[CH:22][N:17]2[CH:18]=[CH:19][CH:20]=[CH:21][C:16]=12. The catalyst class is: 77. (2) The catalyst class is: 212. Reactant: Cl.[C:2]([CH2:5][O:6][C:7]1[CH:8]=[C:9]([CH:19]=[C:20]([O:22][CH3:23])[CH:21]=1)[C:10]([NH:12][CH:13]1[CH2:18][CH2:17][NH:16][CH2:15][CH2:14]1)=[O:11])(=[O:4])[NH2:3].C(O[C:27](=O)[C:28]1[CH:33]=[C:32]([O:34][CH2:35][CH3:36])[C:31]([Cl:37])=[C:30]([O:38][CH2:39][CH3:40])[CH:29]=1)C.[Cl:37][C:31]1[C:32]([O:34][CH2:35][CH3:36])=[CH:33][C:28]([CH2:27]N2CCC(NC(=O)C3C=C(OC)C=C(CO)C=3)CC2)=[CH:29][C:30]=1[O:38][CH2:39][CH3:40].C([BH3-])#N.[Na+].C(N(C(C)C)C(C)C)C. Product: [C:2]([CH2:5][O:6][C:7]1[CH:8]=[C:9]([CH:19]=[C:20]([O:22][CH3:23])[CH:21]=1)[C:10]([NH:12][CH:13]1[CH2:14][CH2:15][N:16]([CH2:27][C:28]2[CH:33]=[C:32]([O:34][CH2:35][CH3:36])[C:31]([Cl:37])=[C:30]([O:38][CH2:39][CH3:40])[CH:29]=2)[CH2:17][CH2:18]1)=[O:11])(=[O:4])[NH2:3].